From a dataset of Catalyst prediction with 721,799 reactions and 888 catalyst types from USPTO. Predict which catalyst facilitates the given reaction. (1) Reactant: [Cl:1][C:2]1[CH:3]=[CH:4][C:5]2[N:11]3[C:12]([CH3:16])=[C:13]([CH3:15])[N:14]=[C:10]3[C@@H:9]([CH2:17][CH2:18][OH:19])[O:8][C@H:7]([C:20]3[CH:25]=[CH:24][CH:23]=[C:22]([O:26][CH3:27])[C:21]=3[O:28][CH3:29])[C:6]=2[CH:30]=1.C(N(CC)CC)C.Cl[CH2:39][S:40]([O-])(=[O:42])=[O:41].C(=O)([O-])O.[Na+]. Product: [CH3:39][S:40]([O:19][CH2:18][CH2:17][C@H:9]1[O:8][C@H:7]([C:20]2[CH:25]=[CH:24][CH:23]=[C:22]([O:26][CH3:27])[C:21]=2[O:28][CH3:29])[C:6]2[CH:30]=[C:2]([Cl:1])[CH:3]=[CH:4][C:5]=2[N:11]2[C:12]([CH3:16])=[C:13]([CH3:15])[N:14]=[C:10]12)(=[O:42])=[O:41]. The catalyst class is: 4. (2) Reactant: F[P-](F)(F)(F)(F)F.[N:8]1(O[P+](N(C)C)(N(C)C)N(C)C)[C:12]2[CH:13]=CC=C[C:11]=2N=N1.[OH:28][CH:29]1[CH2:32][N:31]([C:33]2[CH:41]=[CH:40][C:36]([C:37]([OH:39])=O)=[CH:35][CH:34]=2)[CH2:30]1.CC(N)C.C(N(CC)C(C)C)(C)C. Product: [OH:28][CH:29]1[CH2:30][N:31]([C:33]2[CH:34]=[CH:35][C:36]([C:37]([NH:8][CH:12]([CH3:13])[CH3:11])=[O:39])=[CH:40][CH:41]=2)[CH2:32]1. The catalyst class is: 2. (3) Reactant: [Li+].C[Si]([N-][Si](C)(C)C)(C)C.[N:11]1[C:19]2[C:14](=[N:15][CH:16]=[CH:17][CH:18]=2)[NH:13][C:12]=1[CH2:20][C:21]([O:23]CC)=O.[NH2:26][C:27]1[CH:32]=[CH:31][CH:30]=[CH:29][C:28]=1[C:33]#[N:34]. Product: [NH2:34][C:33]1[C:28]2[C:27](=[CH:32][CH:31]=[CH:30][CH:29]=2)[NH:26][C:21](=[O:23])[C:20]=1[C:12]1[NH:13][C:14]2=[N:15][CH:16]=[CH:17][CH:18]=[C:19]2[N:11]=1. The catalyst class is: 1. (4) Reactant: [N:1]1[CH:6]=[CH:5][C:4]([N:7]2[CH2:15][CH2:14][CH:10]([C:11]([OH:13])=O)[CH2:9][CH2:8]2)=[CH:3][CH:2]=1.S(Cl)(Cl)=O.[NH2:20][C:21]1[CH:37]=[CH:36][CH:35]=[CH:34][C:22]=1[C:23]([NH:25][C:26]1[CH:31]=[CH:30][C:29]([O:32][CH3:33])=[CH:28][CH:27]=1)=[O:24].N1C=CC=CC=1. Product: [CH3:33][O:32][C:29]1[CH:28]=[CH:27][C:26]([NH:25][C:23](=[O:24])[C:22]2[CH:34]=[CH:35][CH:36]=[CH:37][C:21]=2[NH:20][C:11]([CH:10]2[CH2:9][CH2:8][N:7]([C:4]3[CH:3]=[CH:2][N:1]=[CH:6][CH:5]=3)[CH2:15][CH2:14]2)=[O:13])=[CH:31][CH:30]=1. The catalyst class is: 4. (5) Reactant: [CH:1]([C:3]1[CH:8]=[CH:7][CH:6]=[CH:5][C:4]=1[S:9](Cl)(=[O:11])=[O:10])=[O:2].[CH3:13][NH:14][C:15]1[CH:20]=[CH:19][CH:18]=[CH:17][CH:16]=1.S(=O)(O)[O-].[Na+].C(=O)([O-])[O-].[Na+].[Na+]. Product: [CH:1]([C:3]1[CH:8]=[CH:7][CH:6]=[CH:5][C:4]=1[S:9]([N:14]([CH3:13])[C:15]1[CH:20]=[CH:19][CH:18]=[CH:17][CH:16]=1)(=[O:11])=[O:10])=[O:2]. The catalyst class is: 410. (6) Reactant: [CH3:1][C:2]([CH3:23])([C:13](=[O:22])[CH:14]=[CH:15][C:16]1[CH:21]=[CH:20][CH:19]=[CH:18][CH:17]=1)[C:3](=[O:12])[CH:4]=[CH:5][C:6]1[CH:11]=[CH:10][CH:9]=[CH:8][CH:7]=1. Product: [CH3:1][C:2]([CH3:23])([C:3](=[O:12])[CH2:4][CH2:5][C:6]1[CH:7]=[CH:8][CH:9]=[CH:10][CH:11]=1)[C:13](=[O:22])[CH2:14][CH2:15][C:16]1[CH:21]=[CH:20][CH:19]=[CH:18][CH:17]=1. The catalyst class is: 153. (7) Reactant: [CH3:1][O:2][C:3]([C:5]1[S:6][C:7]([C:26]2[CH:31]=[CH:30][CH:29]=[CH:28][CH:27]=2)=[CH:8][C:9]=1[N:10]([C:17]([C@H:19]1[CH2:24][CH2:23][C@H:22]([CH3:25])[CH2:21][CH2:20]1)=[O:18])[CH:11]1[CH2:16][CH2:15][S:14][CH2:13][CH2:12]1)=[O:4].C(OO)(=O)C1C(=CC=CC=1)C(O)=[O:36].[Mg]. Product: [CH3:1][O:2][C:3]([C:5]1[S:6][C:7]([C:26]2[CH:27]=[CH:28][CH:29]=[CH:30][CH:31]=2)=[CH:8][C:9]=1[N:10]([C:17]([C@H:19]1[CH2:20][CH2:21][C@H:22]([CH3:25])[CH2:23][CH2:24]1)=[O:18])[CH:11]1[CH2:16][CH2:15][S:14](=[O:36])[CH2:13][CH2:12]1)=[O:4]. The catalyst class is: 88. (8) Reactant: C1C=C(Cl)C=C(C(OO)=[O:9])C=1.[C:12]1([CH3:37])[CH:17]=[CH:16][CH:15]=[C:14]([C:18]2[CH:19]=[N:20][C:21]([NH:24][C:25]3[O:26][C@:27]4([CH2:35][N:36]=3)[CH:32]3[CH2:33][CH2:34][N:29]([CH2:30][CH2:31]3)[CH2:28]4)=[N:22][CH:23]=2)[CH:13]=1. The catalyst class is: 1. Product: [C:12]1([CH3:37])[CH:17]=[CH:16][CH:15]=[C:14]([C:18]2[CH:19]=[N:20][C:21]([NH:24][C:25]3[O:26][C@:27]4([CH2:35][N:36]=3)[CH:32]3[CH2:31][CH2:30][N+:29]([O-:9])([CH2:34][CH2:33]3)[CH2:28]4)=[N:22][CH:23]=2)[CH:13]=1. (9) Reactant: N(C(OC(C)C)=O)=NC(OC(C)C)=O.[OH:15][C:16]1[CH:17]=[N:18][C:19]([N:22]2[CH2:27][CH2:26][N:25]([C:28]([O:30][C:31]([CH3:34])([CH3:33])[CH3:32])=[O:29])[CH2:24][CH2:23]2)=[N:20][CH:21]=1.C1(P(C2C=CC=CC=2)C2C=CC=CC=2)C=CC=CC=1.[CH3:54][S:55][C:56]1[CH:61]=[CH:60][C:59]([CH2:62]O)=[CH:58][CH:57]=1. Product: [CH3:54][S:55][C:56]1[CH:61]=[CH:60][C:59]([CH2:62][O:15][C:16]2[CH:21]=[N:20][C:19]([N:22]3[CH2:23][CH2:24][N:25]([C:28]([O:30][C:31]([CH3:34])([CH3:33])[CH3:32])=[O:29])[CH2:26][CH2:27]3)=[N:18][CH:17]=2)=[CH:58][CH:57]=1. The catalyst class is: 7. (10) Reactant: [Cl:1][C:2]1[CH:7]=[CH:6][C:5]([NH:8][NH2:9])=[CH:4][CH:3]=1.[CH2:10]([O:12][C:13](=[O:30])[CH:14]([CH:24]1[CH2:29][CH2:28][CH2:27][CH2:26][CH2:25]1)[C:15](=O)[CH:16]1[CH2:21][CH2:20][CH2:19][CH2:18][C:17]1=O)[CH3:11]. Product: [CH2:10]([O:12][C:13](=[O:30])[CH:14]([C:15]1[N:8]([C:5]2[CH:6]=[CH:7][C:2]([Cl:1])=[CH:3][CH:4]=2)[N:9]=[C:17]2[C:16]=1[CH2:21][CH2:20][CH2:19][CH2:18]2)[CH:24]1[CH2:29][CH2:28][CH2:27][CH2:26][CH2:25]1)[CH3:11]. The catalyst class is: 8.